From a dataset of TCR-epitope binding with 47,182 pairs between 192 epitopes and 23,139 TCRs. Binary Classification. Given a T-cell receptor sequence (or CDR3 region) and an epitope sequence, predict whether binding occurs between them. (1) The epitope is QIKVRVKMV. The TCR CDR3 sequence is CATSRARGYNEQFF. Result: 0 (the TCR does not bind to the epitope). (2) The epitope is RIFTIGTVTLK. The TCR CDR3 sequence is CATGTGGGGYTF. Result: 0 (the TCR does not bind to the epitope). (3) The epitope is SGPLKAEIAQRLED. The TCR CDR3 sequence is CASSSNRGTGANVLTF. Result: 1 (the TCR binds to the epitope). (4) The epitope is MPASWVMRI. The TCR CDR3 sequence is CASSLILAGGSYNEQFF. Result: 0 (the TCR does not bind to the epitope). (5) The epitope is FQPTNGVGY. The TCR CDR3 sequence is CASSPDRANTQYF. Result: 0 (the TCR does not bind to the epitope). (6) Result: 0 (the TCR does not bind to the epitope). The TCR CDR3 sequence is CASRTSGTSYEQYF. The epitope is FTYASALWEI.